From a dataset of Reaction yield outcomes from USPTO patents with 853,638 reactions. Predict the reaction yield, written as a fraction of the theoretical maximum amount of product (1.0 means a 100% yield; for example, 0.34 means a 34% yield). The reactants are [CH3:1][O:2][C:3]1[CH:8]=[C:7]([N+:9]([O-])=O)[CH:6]=[CH:5][C:4]=1[C:12]1[S:16][C:15]([CH3:17])=[N:14][C:13]=1[CH3:18]. The catalyst is C(O)C. The product is [CH3:17][C:15]1[S:16][C:12]([C:4]2[CH:5]=[CH:6][C:7]([NH2:9])=[CH:8][C:3]=2[O:2][CH3:1])=[C:13]([CH3:18])[N:14]=1. The yield is 0.750.